Dataset: Reaction yield outcomes from USPTO patents with 853,638 reactions. Task: Predict the reaction yield, written as a fraction of the theoretical maximum amount of product (1.0 means a 100% yield; for example, 0.34 means a 34% yield). (1) The reactants are [CH3:1][O:2][C:3]1[N:8]=[C:7](B2OC(C)(C)C(C)(C)O2)[CH:6]=[CH:5][CH:4]=1.Br[C:19]1[CH:20]=[C:21]([S:25]([NH:28][C:29]2[CH:34]=[CH:33][CH:32]=[CH:31][C:30]=2[S:35]([NH2:38])(=[O:37])=[O:36])(=[O:27])=[O:26])[CH:22]=[CH:23][CH:24]=1.C([O-])([O-])=O.[Na+].[Na+].O. The catalyst is C1COCC1.[Cl-].[Na+].O.C(Cl)Cl.[Pd](Cl)Cl.C1(P(C2C=CC=CC=2)[C-]2C=CC=C2)C=CC=CC=1.[C-]1(P(C2C=CC=CC=2)C2C=CC=CC=2)C=CC=C1.[Fe+2].C(Cl)Cl. The product is [CH3:1][O:2][C:3]1[N:8]=[C:7]([C:19]2[CH:20]=[C:21]([S:25]([NH:28][C:29]3[CH:34]=[CH:33][CH:32]=[CH:31][C:30]=3[S:35](=[O:36])(=[O:37])[NH2:38])(=[O:26])=[O:27])[CH:22]=[CH:23][CH:24]=2)[CH:6]=[CH:5][CH:4]=1. The yield is 0.190. (2) The catalyst is C(O)C.C([O-])C.[Na+]. The yield is 0.310. The product is [CH2:2]([O:4][C:5]([C:7]1[N:8]([CH2:17][CH3:18])[N:9]=[CH:10][C:11]=1[C:12]([O:14][CH2:15][CH3:16])=[O:13])=[O:6])[CH3:3]. The reactants are [Na].[CH2:2]([O:4][C:5]([C:7]1[NH:8][N:9]=[CH:10][C:11]=1[C:12]([O:14][CH2:15][CH3:16])=[O:13])=[O:6])[CH3:3].[CH2:17](I)[CH3:18]. (3) The reactants are NC1C=CC(OC)=NC=1.C(OC(=O)C(NC(C1C=CC(F)=CN=1)=O)C(OCC)=O)C.C([O:33][C:34]([C:36]1[N:40]=[C:39]([C:41]2[CH:46]=[CH:45][C:44]([F:47])=[CH:43][N:42]=2)[N:38]([C:48]2[CH:49]=[N:50][C:51]([O:54][CH3:55])=[CH:52][CH:53]=2)[N:37]=1)=[O:35])C.C[O-].[Na+:58]. The catalyst is CO. The product is [Na+:58].[F:47][C:44]1[CH:45]=[CH:46][C:41]([C:39]2[N:38]([C:48]3[CH:49]=[N:50][C:51]([O:54][CH3:55])=[CH:52][CH:53]=3)[N:37]=[C:36]([C:34]([O-:35])=[O:33])[N:40]=2)=[N:42][CH:43]=1. The yield is 0.930. (4) The reactants are [OH:1][C:2]1[CH:9]=[C:8]([N+:10]([O-])=O)[CH:7]=[CH:6][C:3]=1[C:4]#[N:5].CO. The catalyst is O1CCCC1.[C].[Pd]. The product is [NH2:10][C:8]1[CH:7]=[CH:6][C:3]([C:4]#[N:5])=[C:2]([OH:1])[CH:9]=1. The yield is 0.970.